Dataset: Forward reaction prediction with 1.9M reactions from USPTO patents (1976-2016). Task: Predict the product of the given reaction. (1) Given the reactants [N:1]([CH2:4][CH2:5][C:6]([S:9]([C:12]1[CH:17]=[CH:16][CH:15]=[C:14]([C:18]([F:21])([F:20])[F:19])[CH:13]=1)(=[O:11])=[O:10])([CH3:8])[CH3:7])=[N+]=[N-], predict the reaction product. The product is: [CH3:8][C:6]([S:9]([C:12]1[CH:17]=[CH:16][CH:15]=[C:14]([C:18]([F:20])([F:21])[F:19])[CH:13]=1)(=[O:11])=[O:10])([CH3:7])[CH2:5][CH2:4][NH2:1]. (2) The product is: [Br:1][C:2]1[CH:3]=[CH:4][C:5]([O:8][CH2:9][CH:10]2[CH2:15][CH2:14][N:13]([CH2:16][C:17]([F:27])([CH3:20])[CH3:18])[CH2:12][CH2:11]2)=[N:6][CH:7]=1. Given the reactants [Br:1][C:2]1[CH:3]=[CH:4][C:5]([O:8][CH2:9][CH:10]2[CH2:15][CH2:14][N:13]([CH2:16][C:17]([CH3:20])(O)[CH3:18])[CH2:12][CH2:11]2)=[N:6][CH:7]=1.CCN(S(F)(F)[F:27])CC, predict the reaction product. (3) Given the reactants [Br:1][C:2]1[N:6]2[C:7]3[C:12]([CH2:13][CH2:14][C:5]2=[C:4]([C:21]([N:23]2[CH2:28][CH2:27][O:26][CH2:25][C:24]2([CH3:30])[CH3:29])=[O:22])[N:3]=1)=[CH:11][C:10]([O:15][CH3:16])=[C:9]([O:17][CH:18]([CH3:20])[CH3:19])[CH:8]=3.[CH:31]1C=CC(P(C2C=CC=CC=2)CCCP(C2C=CC=CC=2)C2C=CC=CC=2)=CC=1.[CH3:60][OH:61].[OH2:62], predict the reaction product. The product is: [Br:1][C:2]1[N:6]2[C:7]3[C:12]([CH2:13][CH2:14][C:5]2=[C:4]([C:21]([N:23]2[CH2:28][CH2:27][O:26][CH2:25][C:24]2([CH3:30])[CH3:29])=[O:22])[N:3]=1)=[CH:11][C:10]([O:15][CH3:16])=[C:9]([O:17][CH:18]([CH3:20])[CH3:19])[CH:8]=3.[CH3:60][O:61][C:31]([C:2]1[N:6]2[C:7]3[C:12]([CH2:13][CH2:14][C:5]2=[C:4]([C:21]([N:23]2[CH2:28][CH2:27][O:26][CH2:25][C:24]2([CH3:30])[CH3:29])=[O:22])[N:3]=1)=[CH:11][C:10]([O:15][CH3:16])=[C:9]([O:17][CH:18]([CH3:20])[CH3:19])[CH:8]=3)=[O:62].